Dataset: Full USPTO retrosynthesis dataset with 1.9M reactions from patents (1976-2016). Task: Predict the reactants needed to synthesize the given product. (1) Given the product [F:1][C:2]1[CH:33]=[CH:32][C:5]2[N:6]=[C:7]([O:9][C:10]3[CH:11]=[CH:12][C:13]([C:16]4[CH:20]=[C:19]([C:21]([NH:23][CH:24]([CH:29]([CH3:31])[CH3:30])[C:25]([OH:27])=[O:26])=[O:22])[O:18][N:17]=4)=[CH:14][CH:15]=3)[S:8][C:4]=2[CH:3]=1, predict the reactants needed to synthesize it. The reactants are: [F:1][C:2]1[CH:33]=[CH:32][C:5]2[N:6]=[C:7]([O:9][C:10]3[CH:15]=[CH:14][C:13]([C:16]4[CH:20]=[C:19]([C:21]([NH:23][CH:24]([CH:29]([CH3:31])[CH3:30])[C:25]([O:27]C)=[O:26])=[O:22])[O:18][N:17]=4)=[CH:12][CH:11]=3)[S:8][C:4]=2[CH:3]=1.O.[OH-].[Li+].Cl. (2) Given the product [CH3:17][C:10]1[CH:9]=[C:8]2[C:13]([C:5]3[C:6](=[N+:1]([O-:14])[CH:2]=[CH:3][CH:4]=3)[NH:7]2)=[CH:12][CH:11]=1, predict the reactants needed to synthesize it. The reactants are: [N+:1]1([O-:14])[CH:2]=[CH:3][CH:4]=[C:5]2[C:13]3[C:8](=[CH:9][CH:10]=[CH:11][CH:12]=3)[NH:7][C:6]=12.OO.[CH3:17]C(O)=O. (3) Given the product [C:8]1(/[CH:7]=[CH:12]/[CH2:11][OH:13])[C:9]2[C:27](=[CH:28][CH:29]=[CH:30][CH:31]=2)[CH:26]=[CH:32][CH:10]=1, predict the reactants needed to synthesize it. The reactants are: [H-].[CH2:7]([Al+][CH2:7][CH:8]([CH3:10])[CH3:9])[CH:8]([CH3:10])[CH3:9].[CH2:11]([OH:13])[CH3:12].C([O-])(=O)C(C(C([O-])=O)O)O.[Na+].[K+].[C:26]1([CH3:32])[CH:31]=[CH:30][CH:29]=[CH:28][CH:27]=1. (4) The reactants are: [CH3:1][O:2][C:3]1[CH:4]=[CH:5][C:6]2[CH2:12][C:11](=O)[CH2:10][CH2:9][CH2:8][C:7]=2[CH:14]=1.[CH2:15]([NH2:22])[C:16]1[CH:21]=[CH:20][CH:19]=[CH:18][CH:17]=1.[BH3-]C#N.[Na+]. Given the product [CH2:15]([NH:22][CH:11]1[CH2:10][CH2:9][CH2:8][C:7]2[CH:14]=[C:3]([O:2][CH3:1])[CH:4]=[CH:5][C:6]=2[CH2:12]1)[C:16]1[CH:21]=[CH:20][CH:19]=[CH:18][CH:17]=1, predict the reactants needed to synthesize it. (5) Given the product [CH3:1][C:2]1[CH:7]=[C:6]([CH3:8])[CH:5]=[CH:4][C:3]=1[N:9]1[CH2:10][CH2:11][N:12]([C:15]([C:17]2[CH:18]=[CH:19][C:20]([N:23]3[C@H:27]([CH2:28][O:29][CH3:36])[CH2:26][CH2:25][S:24]3(=[O:30])=[O:31])=[CH:21][CH:22]=2)=[O:16])[CH2:13][CH2:14]1, predict the reactants needed to synthesize it. The reactants are: [CH3:1][C:2]1[CH:7]=[C:6]([CH3:8])[CH:5]=[CH:4][C:3]=1[N:9]1[CH2:14][CH2:13][N:12]([C:15]([C:17]2[CH:22]=[CH:21][C:20]([N:23]3[C@H:27]([CH2:28][OH:29])[CH2:26][CH2:25][S:24]3(=[O:31])=[O:30])=[CH:19][CH:18]=2)=[O:16])[CH2:11][CH2:10]1.S(C1C=CC(C)=CC=1)(O[CH3:36])(=O)=O. (6) Given the product [C:1]([C:4]1[CH:8]=[C:7]([C:9]([NH:12][CH2:13][C@H:14]([N:16]2[CH:20]=[CH:19][C:18]([C:21]3[CH:28]=[C:27]([F:29])[C:24]([C:25]#[N:26])=[C:23]([F:30])[CH:22]=3)=[N:17]2)[CH3:15])=[O:11])[NH:6][N:5]=1)(=[O:3])[CH3:2], predict the reactants needed to synthesize it. The reactants are: [C:1]([C:4]1[CH:8]=[C:7]([C:9]([OH:11])=O)[NH:6][N:5]=1)(=[O:3])[CH3:2].[NH2:12][CH2:13][C@H:14]([N:16]1[CH:20]=[CH:19][C:18]([C:21]2[CH:28]=[C:27]([F:29])[C:24]([C:25]#[N:26])=[C:23]([F:30])[CH:22]=2)=[N:17]1)[CH3:15]. (7) Given the product [C:29]([NH2:25])(=[O:30])[C:28]1[CH:20]=[CH:12][CH:11]=[C:26]([C:2]([NH2:1])=[O:23])[CH:27]=1, predict the reactants needed to synthesize it. The reactants are: [NH2:1][C:2]1C=CC=CC=1O.[Cl-].[Li+].[C:11](Cl)(=O)[C:12]1[CH:20]=CC=C(C(Cl)=O)C=1.[OH2:23].C[N:25]1[C:29](=[O:30])[CH2:28][CH2:27][CH2:26]1. (8) Given the product [CH3:35][O:15][C:14]([C@@H:3]1[CH2:4][C:5]2[C:13]3[C:8](=[CH:9][CH:10]=[CH:11][CH:12]=3)[NH:7][C:6]=2[C@H:28]([C:27]2[S:26][C:25]3[CH:30]=[CH:31][CH:32]=[CH:33][C:24]=3[C:23]=2[CH3:22])[NH:2]1)=[O:16], predict the reactants needed to synthesize it. The reactants are: Cl.[NH2:2][C@H:3]([C:14]([OH:16])=[O:15])[CH2:4][C:5]1[C:13]2[C:8](=[CH:9][CH:10]=[CH:11][CH:12]=2)[NH:7][CH:6]=1.C(=O)(O)[O-].[Na+].[CH3:22][C:23]1[C:24]2[CH:33]=[CH:32][CH:31]=[CH:30][C:25]=2[S:26][C:27]=1[CH:28]=O.F[C:35](F)(F)C(O)=O. (9) Given the product [Cl:14][C:5]1[NH:4][C:3](=[O:10])[N:2]([CH3:1])[C:7](=[O:8])[CH:6]=1, predict the reactants needed to synthesize it. The reactants are: [CH3:1][N:2]1[C:7](=[O:8])[CH2:6][C:5](=O)[NH:4][C:3]1=[O:10].O.P(Cl)(Cl)([Cl:14])=O.